This data is from Reaction yield outcomes from USPTO patents with 853,638 reactions. The task is: Predict the reaction yield, written as a fraction of the theoretical maximum amount of product (1.0 means a 100% yield; for example, 0.34 means a 34% yield). (1) The reactants are [Cl:1][C:2]1[CH:7]=[C:6]([Cl:8])[CH:5]=[CH:4][C:3]=1[CH:9]1[C:15]2=[N:16][C:17]3[CH:22]=[CH:21][CH:20]=[C:19]([N:23]([CH2:26][CH3:27])[CH2:24][CH3:25])[C:18]=3[N:14]2[CH2:13][CH2:12][C:11](=[O:28])[NH:10]1.[H-].[Na+].[CH3:31]I. The catalyst is CN(C)C=O.C(OCC)(=O)C. The product is [Cl:1][C:2]1[CH:7]=[C:6]([Cl:8])[CH:5]=[CH:4][C:3]=1[CH:9]1[C:15]2=[N:16][C:17]3[CH:22]=[CH:21][CH:20]=[C:19]([N:23]([CH2:26][CH3:27])[CH2:24][CH3:25])[C:18]=3[N:14]2[CH2:13][CH2:12][C:11](=[O:28])[N:10]1[CH3:31]. The yield is 0.0570. (2) The reactants are [NH2:1][C:2]1[CH:7]=[C:6]([CH3:8])[C:5]([NH:9][C:10](=[O:17])[CH2:11][CH:12]2[CH2:16][CH2:15][CH2:14][CH2:13]2)=[C:4]([CH3:18])[CH:3]=1.[F:19][C:20]([F:30])([F:29])[C:21]1[N:26]=[CH:25][C:24]([CH:27]=O)=[CH:23][CH:22]=1. The catalyst is C(#N)C. The product is [CH:12]1([CH2:11][C:10]([NH:9][C:5]2[C:4]([CH3:18])=[CH:3][C:2]([NH:1][CH2:27][C:24]3[CH:25]=[N:26][C:21]([C:20]([F:30])([F:19])[F:29])=[CH:22][CH:23]=3)=[CH:7][C:6]=2[CH3:8])=[O:17])[CH2:16][CH2:15][CH2:14][CH2:13]1. The yield is 0.920. (3) The reactants are [C:1]1([C:7]#[C:8][C:9]([N:11]2[CH2:16][CH2:15][N:14]([C:17]3[CH:22]=[CH:21][CH:20]=[CH:19][C:18]=3[CH3:23])[CH2:13][CH2:12]2)=[O:10])[CH:6]=[CH:5][CH:4]=[CH:3][CH:2]=1.N1C2C(=CC=CC=2)C=CC=1. The catalyst is CO.CCOC(C)=O.[Pd].CC([O-])=O.CC([O-])=O.[Pb+2]. The product is [C:1]1(/[CH:7]=[CH:8]\[C:9]([N:11]2[CH2:16][CH2:15][N:14]([C:17]3[CH:22]=[CH:21][CH:20]=[CH:19][C:18]=3[CH3:23])[CH2:13][CH2:12]2)=[O:10])[CH:2]=[CH:3][CH:4]=[CH:5][CH:6]=1. The yield is 0.996. (4) The reactants are Cl[C:2]1[CH:7]=[C:6]([C:8]#[N:9])[CH:5]=[CH:4][N:3]=1.[NH:10]1[CH2:15][CH2:14][O:13][CH2:12][CH2:11]1.O. The catalyst is CN1CCCC1=O. The product is [N:10]1([C:2]2[CH:7]=[C:6]([CH:5]=[CH:4][N:3]=2)[C:8]#[N:9])[CH2:15][CH2:14][O:13][CH2:12][CH2:11]1. The yield is 0.700. (5) The reactants are [CH3:1][O:2][CH2:3][C:4]1[CH:9]=[CH:8][CH:7]=[CH:6][C:5]=1[C:10](=O)[CH3:11].[NH2:13][CH2:14][C:15]1[CH:20]=[CH:19][CH:18]=[CH:17][N:16]=1.O.C1(C)C=CC(S(O)(=O)=O)=CC=1. No catalyst specified. The product is [CH3:1][O:2][CH2:3][C:4]1[CH:9]=[CH:8][CH:7]=[CH:6][C:5]=1[CH:10]([NH:13][CH2:14][C:15]1[CH:20]=[CH:19][CH:18]=[CH:17][N:16]=1)[CH3:11]. The yield is 0.860. (6) The reactants are [N:1]([CH:4]([CH:6]1[CH2:11][CH2:10][O:9][CH2:8][CH2:7]1)[CH3:5])=[N+]=[N-]. The catalyst is CO.[Pd]. The product is [O:9]1[CH2:10][CH2:11][CH:6]([CH:4]([NH2:1])[CH3:5])[CH2:7][CH2:8]1. The yield is 0.720. (7) The reactants are [Br:1][C:2]1[CH:18]=[CH:17][C:5]([O:6][C:7]2[CH:14]=[CH:13][C:10]([C:11]#[N:12])=[CH:9][C:8]=2[CH:15]=[O:16])=[CH:4][C:3]=1[CH2:19][O:20][CH:21]1[CH2:26][CH2:25][CH2:24][CH2:23][O:22]1.[BH4-].[Na+]. The catalyst is CO. The product is [Br:1][C:2]1[CH:18]=[CH:17][C:5]([O:6][C:7]2[CH:14]=[CH:13][C:10]([C:11]#[N:12])=[CH:9][C:8]=2[CH2:15][OH:16])=[CH:4][C:3]=1[CH2:19][O:20][CH:21]1[CH2:26][CH2:25][CH2:24][CH2:23][O:22]1. The yield is 1.00.